This data is from Full USPTO retrosynthesis dataset with 1.9M reactions from patents (1976-2016). The task is: Predict the reactants needed to synthesize the given product. (1) Given the product [Cl:1][C:2]1[CH:19]=[CH:18][CH:17]=[C:16]([Cl:20])[C:3]=1[CH2:4][N:5]1[CH2:10][CH2:9][NH:8][C:7]2[N:11]=[CH:12][C:13]([C:37]3[CH:38]=[CH:39][C:34]([C:32]([N:29]4[CH2:28][CH2:27][CH:26]([N:21]5[CH2:22][CH2:23][CH2:24][CH2:25]5)[CH2:31][CH2:30]4)=[O:33])=[CH:35][CH:36]=3)=[CH:14][C:6]1=2, predict the reactants needed to synthesize it. The reactants are: [Cl:1][C:2]1[CH:19]=[CH:18][CH:17]=[C:16]([Cl:20])[C:3]=1[CH2:4][N:5]1[CH2:10][CH2:9][NH:8][C:7]2[N:11]=[CH:12][C:13](I)=[CH:14][C:6]1=2.[N:21]1([CH:26]2[CH2:31][CH2:30][N:29]([C:32]([C:34]3[CH:39]=[CH:38][C:37](B4OC(C)(C)C(C)(C)O4)=[CH:36][CH:35]=3)=[O:33])[CH2:28][CH2:27]2)[CH2:25][CH2:24][CH2:23][CH2:22]1. (2) Given the product [C:19]([O:18][C:16]([N:23]1[CH2:29][CH2:28][CH2:27][C@H:24]1[CH2:25][O:1][C:2]1[CH:3]=[C:4]([C:12]([O:14][CH3:15])=[O:13])[C:5](=[CH:10][CH:11]=1)[C:6]([O:8][CH3:9])=[O:7])=[O:17])([CH3:22])([CH3:20])[CH3:21], predict the reactants needed to synthesize it. The reactants are: [OH:1][C:2]1[CH:3]=[C:4]([C:12]([O:14][CH3:15])=[O:13])[C:5](=[CH:10][CH:11]=1)[C:6]([O:8][CH3:9])=[O:7].[C:16]([N:23]1[CH2:29][CH2:28][CH2:27][C@H:24]1[CH2:25]O)([O:18][C:19]([CH3:22])([CH3:21])[CH3:20])=[O:17].C1C=CC(P(C2C=CC=CC=2)C2C=CC=CC=2)=CC=1.CC(OC(/N=N/C(OC(C)C)=O)=O)C.